From a dataset of Catalyst prediction with 721,799 reactions and 888 catalyst types from USPTO. Predict which catalyst facilitates the given reaction. Reactant: [C:1]([C:3]1[CH:4]=[C:5]2[C:9](=[CH:10][CH:11]=1)[N:8]([CH:12]1[CH2:17][CH2:16][CH2:15][CH2:14][O:13]1)[N:7]=[C:6]2[C:18]1[CH:19]=[C:20]2[C:25](=[CH:26][CH:27]=1)[CH:24]=[C:23]([C:28](O)=[O:29])[CH:22]=[CH:21]2)#[N:2].C1C=C[C:34]2N(O)N=[N:37][C:35]=2C=1.CCN=C=NCCCN(C)C.C(N)C. Product: [CH2:35]([NH:37][C:28]([C:23]1[CH:22]=[CH:21][C:20]2[C:25](=[CH:26][CH:27]=[C:18]([C:6]3[C:5]4[C:9](=[CH:10][CH:11]=[C:3]([C:1]#[N:2])[CH:4]=4)[N:8]([CH:12]4[CH2:17][CH2:16][CH2:15][CH2:14][O:13]4)[N:7]=3)[CH:19]=2)[CH:24]=1)=[O:29])[CH3:34]. The catalyst class is: 18.